The task is: Predict which catalyst facilitates the given reaction.. This data is from Catalyst prediction with 721,799 reactions and 888 catalyst types from USPTO. (1) Product: [C:26]([N:25]([C:2]1[C:6]([CH2:7][C:8]2[CH:12]=[CH:11][S:10][CH:9]=2)=[CH:5][NH:4][C:3]=1[C:13]([O:15][CH3:16])=[O:14])[C:22]([NH:21][C:17]([O:19][CH3:20])=[O:18])=[NH:32])([O:28][CH3:29])=[O:27]. Reactant: N[C:2]1[C:6]([CH2:7][C:8]2[CH:12]=[CH:11][S:10][CH:9]=2)=[CH:5][NH:4][C:3]=1[C:13]([O:15][CH3:16])=[O:14].[C:17]([NH:21][C:22](=[N:25][C:26]([O:28][CH3:29])=[O:27])SC)([O:19][CH3:20])=[O:18].C([N:32](CC)CC)C. The catalyst class is: 9. (2) Reactant: [CH3:1][C:2]1([CH2:14][C:15]([OH:17])=O)[C:6](=[O:7])[N:5](CC(F)(F)F)[C:4](=[O:13])[NH:3]1.[C:18]1([C:24]2[CH:37]=[CH:36][C:27]3[N:28]=[C:29]([CH2:31][C:32]([NH:34][NH2:35])=O)[S:30][C:26]=3[CH:25]=2)[CH:23]=[CH:22][CH:21]=[CH:20][CH:19]=1.C(P1(=O)OP(=O)(CCC)OP(=O)(CCC)O1)CC.CCN(C(C)C)C(C)C. Product: [CH3:1][C:2]1([CH2:14][C:15]2[O:17][C:32]([CH2:31][C:29]3[S:30][C:26]4[CH:25]=[C:24]([C:18]5[CH:23]=[CH:22][CH:21]=[CH:20][CH:19]=5)[CH:37]=[CH:36][C:27]=4[N:28]=3)=[N:34][N:35]=2)[NH:3][C:4](=[O:13])[NH:5][C:6]1=[O:7]. The catalyst class is: 258. (3) Reactant: [CH2:1]([O:3][C:4]1[CH:9]=[CH:8][C:7]([C:10](=[O:16])[CH2:11][CH2:12][C:13]([OH:15])=O)=[CH:6][CH:5]=1)[CH3:2].[CH2:17]([C:24]1[S:28][C:27]([NH2:29])=[N:26][C:25]=1[C:30]1[CH:35]=[CH:34][CH:33]=[CH:32][CH:31]=1)[C:18]1[CH:23]=[CH:22][CH:21]=[CH:20][CH:19]=1.CCN=C=NCCCN(C)C.C1C=CC2N(O)N=NC=2C=1. Product: [CH2:17]([C:24]1[S:28][C:27]([NH:29][C:13](=[O:15])[CH2:12][CH2:11][C:10]([C:7]2[CH:6]=[CH:5][C:4]([O:3][CH2:1][CH3:2])=[CH:9][CH:8]=2)=[O:16])=[N:26][C:25]=1[C:30]1[CH:35]=[CH:34][CH:33]=[CH:32][CH:31]=1)[C:18]1[CH:19]=[CH:20][CH:21]=[CH:22][CH:23]=1. The catalyst class is: 10. (4) Reactant: I[C:2]1[CH:3]=[N:4][NH:5][CH:6]=1.[H-].[Na+].[CH2:9](Br)[C:10]1[CH:15]=[CH:14][CH:13]=[CH:12][CH:11]=1. Product: [CH2:9]([N:4]1[CH:3]=[CH:2][CH:6]=[N:5]1)[C:10]1[CH:15]=[CH:14][CH:13]=[CH:12][CH:11]=1. The catalyst class is: 3.